This data is from Full USPTO retrosynthesis dataset with 1.9M reactions from patents (1976-2016). The task is: Predict the reactants needed to synthesize the given product. (1) Given the product [C:70]([S:69][CH2:68][CH2:67][O:66][CH2:65][CH2:64][O:63][CH2:62][CH2:61][O:60][CH2:59][CH2:58][O:57][CH2:56][CH2:55][O:54][CH2:53][CH2:52][O:51][CH2:50][CH2:49][O:48][CH2:47][CH2:46][O:45][CH2:44][CH2:43][C:42]([NH:1][CH2:2][CH2:3][C:4]1([C:9]([NH:11][C@@H:12]([CH2:16][C:17]2[CH:18]=[CH:19][C:20]([NH:23][C:24](=[O:33])[C:25]3[C:30]([Cl:31])=[CH:29][CH:28]=[CH:27][C:26]=3[Cl:32])=[CH:21][CH:22]=2)[C:13]([OH:15])=[O:14])=[O:10])[CH2:8][CH2:7][CH2:6][CH2:5]1)=[O:41])(=[O:72])[CH3:71], predict the reactants needed to synthesize it. The reactants are: [NH2:1][CH2:2][CH2:3][C:4]1([C:9]([NH:11][C@@H:12]([CH2:16][C:17]2[CH:22]=[CH:21][C:20]([NH:23][C:24](=[O:33])[C:25]3[C:30]([Cl:31])=[CH:29][CH:28]=[CH:27][C:26]=3[Cl:32])=[CH:19][CH:18]=2)[C:13]([OH:15])=[O:14])=[O:10])[CH2:8][CH2:7][CH2:6][CH2:5]1.O=C1CCC(=O)N1[O:41][C:42](=O)[CH2:43][CH2:44][O:45][CH2:46][CH2:47][O:48][CH2:49][CH2:50][O:51][CH2:52][CH2:53][O:54][CH2:55][CH2:56][O:57][CH2:58][CH2:59][O:60][CH2:61][CH2:62][O:63][CH2:64][CH2:65][O:66][CH2:67][CH2:68][S:69][C:70](=[O:72])[CH3:71].CCN(C(C)C)C(C)C. (2) Given the product [F:48][C:45]1[CH:44]=[CH:43][C:42]([NH:41][C:40]([C:37]2([C:35]([NH:34][C:33]3[CH:32]=[CH:31][C:4]([O:5][C:6]4[CH:11]=[CH:10][N:9]=[C:8]([NH:12][C:22]([N:58]5[CH2:59][CH2:60][CH:55]([N:50]6[CH2:54][CH2:53][CH2:52][CH2:51]6)[CH2:56][CH2:57]5)=[O:24])[CH:7]=4)=[CH:3][C:2]=3[F:1])=[O:36])[CH2:38][CH2:39]2)=[O:49])=[CH:47][CH:46]=1, predict the reactants needed to synthesize it. The reactants are: [F:1][C:2]1[CH:3]=[C:4]([CH:31]=[CH:32][C:33]=1[NH:34][C:35]([C:37]1([C:40](=[O:49])[NH:41][C:42]2[CH:47]=[CH:46][C:45]([F:48])=[CH:44][CH:43]=2)[CH2:39][CH2:38]1)=[O:36])[O:5][C:6]1[CH:11]=[CH:10][N:9]=[C:8]([N:12]([C:22]([O:24]C2C=CC=CC=2)=O)C(=O)OC2C=CC=CC=2)[CH:7]=1.[N:50]1([CH:55]2[CH2:60][CH2:59][NH:58][CH2:57][CH2:56]2)[CH2:54][CH2:53][CH2:52][CH2:51]1. (3) Given the product [F:83][C:76]1[CH:75]=[C:74]([NH:22][C:20]2[N:21]=[C:17]3[CH:16]=[CH:15][CH:14]=[C:13]([CH2:12][CH:9]4[CH2:8][CH2:7][CH:6]([OH:5])[CH2:11][CH2:10]4)[N:18]3[N:19]=2)[CH:79]=[CH:78][C:77]=1[C:80](=[O:82])[CH3:81], predict the reactants needed to synthesize it. The reactants are: FC(F)(F)C([O:5][CH:6]1[CH2:11][CH2:10][CH:9]([CH2:12][C:13]2[N:18]3[N:19]=[C:20]([NH2:22])[N:21]=[C:17]3[CH:16]=[CH:15][CH:14]=2)[CH2:8][CH2:7]1)=O.C1(P(C2C=CC=CC=2)C2C3OC4C(=CC=CC=4P(C4C=CC=CC=4)C4C=CC=CC=4)C(C)(C)C=3C=CC=2)C=CC=CC=1.CC(C)([O-])C.[Na+].Br[C:74]1[CH:79]=[CH:78][C:77]([C:80](=[O:82])[CH3:81])=[C:76]([F:83])[CH:75]=1. (4) Given the product [Br:3][C:4]1[CH:5]=[C:6]([O:13][CH3:14])[C:7]([NH:10][CH:15]=[O:17])=[N:8][CH:9]=1, predict the reactants needed to synthesize it. The reactants are: [Cl-].[NH4+].[Br:3][C:4]1[CH:5]=[C:6]([O:13][CH3:14])[C:7]([N+:10]([O-])=O)=[N:8][CH:9]=1.[CH2:15]([OH:17])C. (5) Given the product [ClH:23].[CH:1]1([S:5]([C:8]2[CH:16]=[CH:15][CH:14]=[CH:13][C:9]=2[CH2:10][NH2:12])(=[O:7])=[O:6])[CH2:4][CH2:3][CH2:2]1, predict the reactants needed to synthesize it. The reactants are: [CH:1]1([S:5]([C:8]2[CH:16]=[CH:15][CH:14]=[CH:13][C:9]=2[C:10]([NH2:12])=O)(=[O:7])=[O:6])[CH2:4][CH2:3][CH2:2]1.B.C1COCC1.[ClH:23]. (6) Given the product [CH2:23]([O:22][C:20]([N:5]1[CH2:6][CH2:7][N:8]([C:10]([O:12][CH2:13][C:14]2[CH:19]=[CH:18][CH:17]=[CH:16][CH:15]=2)=[O:11])[CH2:9][CH:4]1[CH2:3][C:2]([OH:32])=[O:1])=[O:21])[C:24]1[CH:25]=[CH:26][CH:27]=[CH:28][CH:29]=1, predict the reactants needed to synthesize it. The reactants are: [OH:1][CH2:2][CH2:3][CH:4]1[CH2:9][N:8]([C:10]([O:12][CH2:13][C:14]2[CH:19]=[CH:18][CH:17]=[CH:16][CH:15]=2)=[O:11])[CH2:7][CH2:6][N:5]1[C:20]([O:22][CH2:23][C:24]1[CH:29]=[CH:28][CH:27]=[CH:26][CH:25]=1)=[O:21].CC(C)=[O:32].OS(O)(=O)=O.O=[Cr](=O)=O. (7) Given the product [Cl:1][C:2]1[N:7]=[C:6]([NH:8][C@H:9]2[CH2:14][CH2:13][CH2:12][C:11](=[O:15])[CH2:10]2)[C:5]([F:16])=[CH:4][N:3]=1, predict the reactants needed to synthesize it. The reactants are: [Cl:1][C:2]1[N:7]=[C:6]([NH:8][C@H:9]2[CH2:14][CH2:13][CH2:12][CH:11]([OH:15])[CH2:10]2)[C:5]([F:16])=[CH:4][N:3]=1.CC(OI1(OC(C)=O)(OC(C)=O)OC(=O)C2C=CC=CC1=2)=O.